From a dataset of Reaction yield outcomes from USPTO patents with 853,638 reactions. Predict the reaction yield, written as a fraction of the theoretical maximum amount of product (1.0 means a 100% yield; for example, 0.34 means a 34% yield). (1) The reactants are Cl[C:2]1[C:7]([C:8](=O)[CH3:9])=[CH:6][CH:5]=[CH:4][N:3]=1.O.[NH2:12][NH2:13]. The catalyst is C(O)CCC. The product is [CH3:9][C:8]1[C:7]2[C:2](=[N:3][CH:4]=[CH:5][CH:6]=2)[NH:13][N:12]=1. The yield is 0.720. (2) The reactants are [C:1]([C:5]1[CH:13]=[CH:12][C:8]([C:9]([OH:11])=O)=[CH:7][CH:6]=1)([CH3:4])([CH3:3])[CH3:2].CN(C(ON1N=NC2C=CC=NC1=2)=[N+](C)C)C.F[P-](F)(F)(F)(F)F.[NH2:38][C@@H:39]([CH2:47][C:48]1[CH:53]=[CH:52][C:51]([OH:54])=[CH:50][CH:49]=1)[C:40]([O:42][C:43]([CH3:46])([CH3:45])[CH3:44])=[O:41]. The catalyst is CN(C=O)C.CC(=O)OCC. The product is [C:1]([C:5]1[CH:6]=[CH:7][C:8]([C:9]([NH:38][C@H:39]([C:40]([O:42][C:43]([CH3:46])([CH3:45])[CH3:44])=[O:41])[CH2:47][C:48]2[CH:53]=[CH:52][C:51]([OH:54])=[CH:50][CH:49]=2)=[O:11])=[CH:12][CH:13]=1)([CH3:2])([CH3:3])[CH3:4]. The yield is 0.690.